Task: Predict which catalyst facilitates the given reaction.. Dataset: Catalyst prediction with 721,799 reactions and 888 catalyst types from USPTO Reactant: C[O:2][C:3]([C:5]1[C:6]2[C:20]([CH:21]3[CH2:23][CH2:22]3)=[N:19][N:18]([CH:24]3[CH2:29][CH2:28][CH2:27][CH2:26][O:25]3)[C:7]=2[N:8]=[C:9]([C:11]2[CH:16]=[CH:15][C:14]([OH:17])=[CH:13][CH:12]=2)[CH:10]=1)=[O:4].[OH-].[Na+].C(O)(=O)C. Product: [CH:21]1([C:20]2[C:6]3[C:5]([C:3]([OH:4])=[O:2])=[CH:10][C:9]([C:11]4[CH:16]=[CH:15][C:14]([OH:17])=[CH:13][CH:12]=4)=[N:8][C:7]=3[N:18]([CH:24]3[CH2:29][CH2:28][CH2:27][CH2:26][O:25]3)[N:19]=2)[CH2:22][CH2:23]1. The catalyst class is: 32.